Predict the reactants needed to synthesize the given product. From a dataset of Full USPTO retrosynthesis dataset with 1.9M reactions from patents (1976-2016). (1) Given the product [CH3:31][S:30][C:3]([S:2][CH3:1])=[CH:4][C:5]([C:7]1[NH:23][C:10]2=[CH:11][C:12]3[C:13]([CH3:21])([CH3:22])[C:14](=[O:20])[N:15]([CH2:18][CH3:19])[C:16]=3[CH:17]=[C:9]2[N:8]=1)=[O:6], predict the reactants needed to synthesize it. The reactants are: [CH3:1][S:2][C:3]([S:30][CH3:31])=[CH:4][C:5]([C:7]1[N:23](C2CCCCO2)[C:10]2=[CH:11][C:12]3[C:13]([CH3:22])([CH3:21])[C:14](=[O:20])[N:15]([CH2:18][CH3:19])[C:16]=3[CH:17]=[C:9]2[N:8]=1)=[O:6].O.C1(C)C=CC(S(O)(=O)=O)=CC=1.O. (2) Given the product [CH3:13][O:12][C:8]1[CH:9]=[C:10]2[C:5]([N:4]=[C:3]([CH3:14])[C:2]([O:30][CH2:29][CH2:28][N:25]3[CH2:24][CH2:23][CH:22]([NH:21][C:20]([C:43]4[C:33]([Cl:32])=[CH:34][C:35]5[S:40][CH2:39][C:38](=[O:41])[NH:37][C:36]=5[CH:42]=4)=[O:31])[CH2:27][CH2:26]3)=[N:11]2)=[CH:6][CH:7]=1, predict the reactants needed to synthesize it. The reactants are: Cl[C:2]1[C:3]([CH3:14])=[N:4][C:5]2[C:10]([N:11]=1)=[CH:9][C:8]([O:12][CH3:13])=[CH:7][CH:6]=2.C(O[C:20](=[O:31])[NH:21][CH:22]1[CH2:27][CH2:26][N:25]([CH2:28][CH2:29][OH:30])[CH2:24][CH2:23]1)(C)(C)C.[Cl:32][C:33]1[C:43](C(O)=O)=[CH:42][C:36]2[NH:37][C:38](=[O:41])[CH2:39][S:40][C:35]=2[CH:34]=1. (3) Given the product [Cl:1][C:2]1[CH:3]=[CH:4][C:5]([N+:11]([O-:13])=[O:12])=[C:6]([CH:10]=1)[C:7]([Cl:16])=[O:8], predict the reactants needed to synthesize it. The reactants are: [Cl:1][C:2]1[CH:3]=[CH:4][C:5]([N+:11]([O-:13])=[O:12])=[C:6]([CH:10]=1)[C:7](O)=[O:8].S(Cl)([Cl:16])=O. (4) Given the product [CH2:18]([N:6]1[CH2:5][CH2:4][CH2:3][CH2:8][CH2:7]1)[C:19]1[CH:24]=[CH:23][CH:22]=[CH:21][CH:20]=1, predict the reactants needed to synthesize it. The reactants are: OC[CH:3]1[CH2:8][CH2:7][NH:6][CH2:5][CH2:4]1.CCN(C(C)C)C(C)C.[CH2:18](Br)[C:19]1[CH:24]=[CH:23][CH:22]=[CH:21][CH:20]=1. (5) Given the product [F:14][C:12]1[CH:13]=[C:5]2[C:6](=[CH:10][CH:11]=1)[C:7](=[O:8])[NH:15][C:1](=[O:2])[CH2:4]2, predict the reactants needed to synthesize it. The reactants are: [C:1]([CH2:4][C:5]1[CH:13]=[C:12]([F:14])[CH:11]=[CH:10][C:6]=1[C:7](O)=[O:8])(O)=[O:2].[NH2:15]C(N)=O. (6) Given the product [CH:1]1([N:5]2[CH2:6][CH2:7][CH:8]([CH2:11][CH:12]3[CH2:17][CH2:16][N:15]([C:24]4[CH:25]=[CH:26][C:21]([C:19](=[O:20])[CH3:18])=[CH:22][CH:23]=4)[CH2:14][CH2:13]3)[CH2:9][CH2:10]2)[CH2:4][CH2:3][CH2:2]1, predict the reactants needed to synthesize it. The reactants are: [CH:1]1([N:5]2[CH2:10][CH2:9][CH:8]([CH2:11][CH:12]3[CH2:17][CH2:16][NH:15][CH2:14][CH2:13]3)[CH2:7][CH2:6]2)[CH2:4][CH2:3][CH2:2]1.[CH3:18][C:19]([C:21]1[CH:26]=[CH:25][C:24](F)=[CH:23][CH:22]=1)=[O:20].C(=O)([O-])[O-].[K+].[K+].